This data is from Forward reaction prediction with 1.9M reactions from USPTO patents (1976-2016). The task is: Predict the product of the given reaction. Given the reactants [H-].[Li+].[Al+3].[H-].[H-].[H-].[CH:7]([C:9]1[N:13]2[CH2:14][CH2:15][CH2:16][CH2:17][C:12]2=[N:11][CH:10]=1)=[O:8].[OH-].[Na+].S([O-])([O-])(=O)=O.[Mg+2], predict the reaction product. The product is: [N:11]1[CH:10]=[C:9]([CH2:7][OH:8])[N:13]2[CH2:14][CH2:15][CH2:16][CH2:17][C:12]=12.